Task: Predict which catalyst facilitates the given reaction.. Dataset: Catalyst prediction with 721,799 reactions and 888 catalyst types from USPTO Reactant: [CH2:1]([O:8][C:9]([NH:11][CH2:12][C:13]1[O:14][C:15]([CH3:21])=[C:16]([C:18]([OH:20])=O)[N:17]=1)=[O:10])[C:2]1[CH:7]=[CH:6][CH:5]=[CH:4][CH:3]=1.C(N(CC)CC)C.ClC(OCC)=O.Cl.[CH3:36][NH:37][O:38][CH3:39]. Product: [CH2:1]([O:8][C:9](=[O:10])[NH:11][CH2:12][C:13]1[O:14][C:15]([CH3:21])=[C:16]([C:18](=[O:20])[N:37]([O:38][CH3:39])[CH3:36])[N:17]=1)[C:2]1[CH:3]=[CH:4][CH:5]=[CH:6][CH:7]=1. The catalyst class is: 1.